Dataset: Catalyst prediction with 721,799 reactions and 888 catalyst types from USPTO. Task: Predict which catalyst facilitates the given reaction. Product: [Cl:1][C:2]1[CH:9]=[CH:8][C:5]([CH2:6][NH:7][C:35]([C:28]2[N:27]=[C:26]([CH2:25][CH2:24][N:18]3[CH2:19][CH2:20][O:21][CH2:22][CH2:23]3)[N:30]3[CH:31]=[CH:32][CH:33]=[CH:34][C:29]=23)=[O:36])=[CH:4][CH:3]=1. The catalyst class is: 2. Reactant: [Cl:1][C:2]1[CH:9]=[CH:8][C:5]([CH2:6][NH2:7])=[CH:4][CH:3]=1.C(N(CC)CC)C.Cl.[N:18]1([CH2:24][CH2:25][C:26]2[N:30]3[CH:31]=[CH:32][CH:33]=[CH:34][C:29]3=[C:28]([C:35](Cl)=[O:36])[N:27]=2)[CH2:23][CH2:22][O:21][CH2:20][CH2:19]1.